Task: Predict the product of the given reaction.. Dataset: Forward reaction prediction with 1.9M reactions from USPTO patents (1976-2016) (1) Given the reactants [C:1]1([CH:7]([C:21]2[CH:26]=[CH:25][CH:24]=[CH:23][CH:22]=2)[C:8]([N:10]([CH2:19][CH3:20])[CH2:11]/[CH:12]=[CH:13]\[CH2:14][O:15]C(=O)C)=[O:9])[CH:6]=[CH:5][CH:4]=[CH:3][CH:2]=1.C([O-])([O-])=O.[K+].[K+].O, predict the reaction product. The product is: [CH2:19]([N:10]([CH2:11]/[CH:12]=[CH:13]\[CH2:14][OH:15])[C:8](=[O:9])[CH:7]([C:21]1[CH:26]=[CH:25][CH:24]=[CH:23][CH:22]=1)[C:1]1[CH:6]=[CH:5][CH:4]=[CH:3][CH:2]=1)[CH3:20]. (2) Given the reactants [CH:1]([N:4]1[CH2:10][CH2:9][CH2:8][N:7]([C:11]([CH:13]2[CH2:18][CH2:17][NH:16][CH2:15][CH2:14]2)=[O:12])[CH2:6][CH2:5]1)([CH3:3])[CH3:2].[CH3:19][C:20]([CH3:22])=[O:21].[C:23](O[BH-](OC(=O)C)OC(=O)C)(=[O:25])C.[Na+].[CH2:37](Cl)Cl, predict the reaction product. The product is: [CH:1]([N:4]1[CH2:10][CH2:9][CH2:8][N:7]([C:11]([CH:13]2[CH2:14][CH2:15][N:16]([C:23]([O:21][C:20]([CH3:37])([CH3:22])[CH3:19])=[O:25])[CH2:17][CH2:18]2)=[O:12])[CH2:6][CH2:5]1)([CH3:3])[CH3:2]. (3) Given the reactants [Br:1][C:2]1[CH:7]=[CH:6][CH:5]=[CH:4][C:3]=1[CH2:8][CH2:9][CH2:10]O.C1(P(C2C=CC=CC=2)C2C=CC=CC=2)C=CC=CC=1.[Br:31]N1C(=O)CCC1=O, predict the reaction product. The product is: [Br:1][C:2]1[CH:7]=[CH:6][CH:5]=[CH:4][C:3]=1[CH2:8][CH2:9][CH2:10][Br:31].